Task: Predict the product of the given reaction.. Dataset: Forward reaction prediction with 1.9M reactions from USPTO patents (1976-2016) (1) Given the reactants Cl.[NH2:2][CH2:3][C:4]1[CH:9]=[CH:8][C:7](B(O)O)=[CH:6][CH:5]=1.[NH2:13][C:14]1[N:15]=[C:16]([N:25]2[CH2:30][CH2:29][N:28]([C:31](=[O:41])[CH2:32][O:33][C:34]3[CH:39]=[CH:38][C:37]([Cl:40])=[CH:36][CH:35]=3)[CH2:27][CH2:26]2)[C:17]2[N:23]=[C:22](Cl)[CH:21]=[CH:20][C:18]=2[N:19]=1.B(O)O, predict the reaction product. The product is: [NH2:13][C:14]1[N:15]=[C:16]([N:25]2[CH2:26][CH2:27][N:28]([C:31](=[O:41])[CH2:32][O:33][C:34]3[CH:39]=[CH:38][C:37]([Cl:40])=[CH:36][CH:35]=3)[CH2:29][CH2:30]2)[C:17]2[N:23]=[C:22]([C:7]3[CH:8]=[CH:9][C:4]([CH2:3][NH2:2])=[CH:5][CH:6]=3)[CH:21]=[CH:20][C:18]=2[N:19]=1. (2) Given the reactants [I:1][C:2]1[CH:3]=[CH:4][C:5]2[N:6]([C:8]([CH3:16])=[C:9]([C:11](OCC)=[O:12])[N:10]=2)[CH:7]=1.[H-].C([Al+]CC(C)C)C(C)C, predict the reaction product. The product is: [I:1][C:2]1[CH:3]=[CH:4][C:5]2[N:6]([C:8]([CH3:16])=[C:9]([CH:11]=[O:12])[N:10]=2)[CH:7]=1. (3) Given the reactants [CH3:1][CH2:2][Mg+].[Br-].Br[C:6]1[CH:15]=[C:14]([CH3:16])[CH:13]=[CH:12][C:7]=1[C:8]([O:10][CH3:11])=[O:9], predict the reaction product. The product is: [CH2:1]([C:6]1[CH:15]=[C:14]([CH3:16])[CH:13]=[CH:12][C:7]=1[C:8]([O:10][CH3:11])=[O:9])[CH3:2]. (4) The product is: [C:9]([C:8]([C:4]1[CH:3]=[C:2]([B:19]([OH:25])[OH:20])[CH:7]=[CH:6][CH:5]=1)([CH3:13])[CH3:12])([OH:11])=[O:10]. Given the reactants Br[C:2]1[CH:3]=[C:4]([C:8]([CH3:13])([CH3:12])[C:9]([OH:11])=[O:10])[CH:5]=[CH:6][CH:7]=1.C([Li])(C)(C)C.[B:19](OCCCC)([O:25]CCCC)[O:20]CCCC, predict the reaction product. (5) Given the reactants [N:1]([C@:4]1([CH2:36][O:37]C(=O)C2C=CC=CC=2)[O:8][C@@:7]([CH3:17])([N:9]2[CH:16]=[CH:15][C:13](=[O:14])[NH:12][C:10]2=[O:11])[C@:6](C(=O)C2C=CC=CC=2)([OH:18])[C@:5]1(C(=O)C1C=CC=CC=1)[OH:27])=[N+:2]=[N-:3], predict the reaction product. The product is: [N:1]([C@:4]1([CH2:36][OH:37])[O:8][C@@:7]([CH3:17])([N:9]2[CH:16]=[CH:15][C:13](=[O:14])[NH:12][C:10]2=[O:11])[C@H:6]([OH:18])[C@@H:5]1[OH:27])=[N+:2]=[N-:3]. (6) Given the reactants CN(C(ON1N=NC2C=CC=NC1=2)=[N+](C)C)C.F[P-](F)(F)(F)(F)F.[NH2:25][C:26]1[CH:31]=[CH:30][C:29]([N:32]2[CH:37]=[CH:36][C:35]([O:38][CH2:39][C:40]3[CH:45]=[CH:44][CH:43]=[CH:42][CH:41]=3)=[CH:34][C:33]2=[O:46])=[CH:28][C:27]=1[NH:47][CH3:48].[CH3:49][O:50][C:51]([CH:53]1[CH2:55][CH:54]1[C:56](O)=O)=[O:52].C(N(CC)C(C)C)(C)C, predict the reaction product. The product is: [CH2:39]([O:38][C:35]1[CH:36]=[CH:37][N:32]([C:29]2[CH:30]=[CH:31][C:26]3[N:25]=[C:56]([CH:54]4[CH2:55][CH:53]4[C:51]([O:50][CH3:49])=[O:52])[N:47]([CH3:48])[C:27]=3[CH:28]=2)[C:33](=[O:46])[CH:34]=1)[C:40]1[CH:41]=[CH:42][CH:43]=[CH:44][CH:45]=1. (7) Given the reactants [O:1]=[C:2]1[C:7]([CH2:8][N:9]2[C:17](=[O:18])[C:16]3[C:11](=[CH:12][CH:13]=[CH:14][CH:15]=3)[C:10]2=[O:19])=[N:6][NH:5][C:4](=S)[NH:3]1, predict the reaction product. The product is: [O:1]=[C:2]1[C:7]([CH2:8][N:9]2[C:17](=[O:18])[C:16]3[C:11](=[CH:12][CH:13]=[CH:14][CH:15]=3)[C:10]2=[O:19])=[N:6][N:5]=[CH:4][NH:3]1. (8) Given the reactants O1CCCC1.C1([Li])C=CC=CC=1.[Br-].[OH:14][CH2:15][C:16]1[CH:41]=[CH:40][C:19]([CH2:20][P+](C2C=CC=CC=2)(C2C=CC=CC=2)C2C=CC=CC=2)=[CH:18][CH:17]=1.[CH2:42]([N:46]([CH2:55][CH2:56][CH2:57][CH3:58])[C:47]1[CH:54]=[CH:53][C:50]([CH:51]=O)=[CH:49][CH:48]=1)[CH2:43][CH2:44][CH3:45], predict the reaction product. The product is: [CH2:42]([N:46]([CH2:55][CH2:56][CH2:57][CH3:58])[C:47]1[CH:48]=[CH:49][C:50]([CH:51]=[CH:20][C:19]2[CH:18]=[CH:17][C:16]([CH2:15][OH:14])=[CH:41][CH:40]=2)=[CH:53][CH:54]=1)[CH2:43][CH2:44][CH3:45].